This data is from Reaction yield outcomes from USPTO patents with 853,638 reactions. The task is: Predict the reaction yield, written as a fraction of the theoretical maximum amount of product (1.0 means a 100% yield; for example, 0.34 means a 34% yield). The reactants are [CH:1]([C@H:14]1[CH2:19][C@@H:18]([NH2:20])[CH2:17][CH2:16][O:15]1)([C:8]1[CH:13]=[CH:12][CH:11]=[CH:10][CH:9]=1)[C:2]1[CH:7]=[CH:6][CH:5]=[CH:4][CH:3]=1.[F:21][C:22]1[CH:29]=[CH:28][C:25]([CH:26]=O)=[CH:24][CH:23]=1.C(O)(=O)C.[BH3-]C#N.[Na+].C([O-])(O)=O.[Na+]. The catalyst is ClCCCl.CO.O. The product is [CH:1]([C@H:14]1[CH2:19][C@@H:18]([NH:20][CH2:26][C:25]2[CH:28]=[CH:29][C:22]([F:21])=[CH:23][CH:24]=2)[CH2:17][CH2:16][O:15]1)([C:8]1[CH:13]=[CH:12][CH:11]=[CH:10][CH:9]=1)[C:2]1[CH:3]=[CH:4][CH:5]=[CH:6][CH:7]=1. The yield is 0.726.